This data is from Forward reaction prediction with 1.9M reactions from USPTO patents (1976-2016). The task is: Predict the product of the given reaction. (1) Given the reactants [CH3:1][Si:2]([CH3:30])([CH3:29])[C:3]1[CH:4]=[C:5]([CH:22]=[C:23]([Si:25]([CH3:28])([CH3:27])[CH3:26])[CH:24]=1)[C:6]([NH:8][C:9]1[N:14]=[CH:13][C:12](/[CH:15]=[CH:16]/[C:17]([O:19][CH2:20][CH3:21])=[O:18])=[CH:11][CH:10]=1)=O.COC1C=CC(P2(SP(C3C=CC(OC)=CC=3)(=S)S2)=[S:40])=CC=1.C[Si](C)(C)C1C=C(C(NC2C=CC(C=CC(OCC)=O)=CC=2)=S)C=C([Si](C)(C)C)C=1, predict the reaction product. The product is: [CH3:1][Si:2]([CH3:30])([CH3:29])[C:3]1[CH:4]=[C:5]([C:6]([NH:8][C:9]2[N:14]=[CH:13][C:12](/[CH:15]=[CH:16]/[C:17]([O:19][CH2:20][CH3:21])=[O:18])=[CH:11][CH:10]=2)=[S:40])[CH:22]=[C:23]([Si:25]([CH3:28])([CH3:27])[CH3:26])[CH:24]=1. (2) Given the reactants [CH3:1][C:2]1([CH3:12])[CH2:11][CH2:10][C:9]2[C:4](=[CH:5][CH:6]=[CH:7][CH:8]=2)[O:3]1.[Cl:13][CH2:14][CH2:15][CH2:16][CH2:17][C:18](Cl)=[O:19], predict the reaction product. The product is: [Cl:13][CH2:14][CH2:15][CH2:16][CH2:17][C:18]([C:7]1[CH:8]=[C:9]2[C:4](=[CH:5][CH:6]=1)[O:3][C:2]([CH3:12])([CH3:1])[CH2:11][CH2:10]2)=[O:19]. (3) The product is: [CH:19]([C@@H:15]1[N:14]2[C:10]3[C:9]4[C:4](=[CH:5][C:6]([O:22][CH2:30][C:31]([N:33]5[CH2:38][CH2:37][O:36][CH2:35][CH2:34]5)=[O:32])=[CH:7][CH:8]=4)[N:3]=[C:2]([NH2:1])[C:11]=3[N:12]=[C:13]2[CH2:18][O:17][CH2:16]1)([CH3:20])[CH3:21]. Given the reactants [NH2:1][C:2]1[C:11]2[N:12]=[C:13]3[CH2:18][O:17][CH2:16][C@H:15]([CH:19]([CH3:21])[CH3:20])[N:14]3[C:10]=2[C:9]2[C:4](=[CH:5][C:6]([OH:22])=[CH:7][CH:8]=2)[N:3]=1.C(=O)([O-])[O-].[Cs+].[Cs+].Br[CH2:30][C:31]([N:33]1[CH2:38][CH2:37][O:36][CH2:35][CH2:34]1)=[O:32].C(Cl)(Cl)Cl, predict the reaction product. (4) Given the reactants [O:1]=[C:2]([CH2:9][CH2:10][CH3:11])[CH2:3][C:4]([O:6][CH2:7][CH3:8])=[O:5].[O-]CC.[Na+].[C:16]1([CH2:22][CH2:23]Br)[CH:21]=[CH:20][CH:19]=[CH:18][CH:17]=1, predict the reaction product. The product is: [O:1]=[C:2]([CH2:9][CH2:10][CH3:11])[CH:3]([CH2:23][CH2:22][C:16]1[CH:21]=[CH:20][CH:19]=[CH:18][CH:17]=1)[C:4]([O:6][CH2:7][CH3:8])=[O:5]. (5) Given the reactants Cl[C:2]1[CH:7]=[C:6]([CH:8]2[CH2:11][N:10]([C:12]([O:14][C:15]([CH3:18])([CH3:17])[CH3:16])=[O:13])[CH2:9]2)[CH:5]=[C:4]([Cl:19])[N:3]=1.Cl.[F:21][C:22]1([F:27])[CH2:26][CH2:25][NH:24][CH2:23]1.CN1C(=O)CCC1.CCN(C(C)C)C(C)C, predict the reaction product. The product is: [Cl:19][C:4]1[CH:5]=[C:6]([CH:8]2[CH2:11][N:10]([C:12]([O:14][C:15]([CH3:18])([CH3:17])[CH3:16])=[O:13])[CH2:9]2)[CH:7]=[C:2]([N:24]2[CH2:25][CH2:26][C:22]([F:27])([F:21])[CH2:23]2)[N:3]=1. (6) Given the reactants [CH2:1]([O:3][C:4](=[O:24])[CH2:5][C:6]1[CH:7]=[N:8][CH:9]=[C:10]([C:12]2[CH:17]=[CH:16][C:15]([C:18]([F:21])([F:20])[F:19])=[CH:14][C:13]=2[CH:22]=O)[CH:11]=1)[CH3:2].[NH2:25][CH2:26][CH2:27][C:28]1[CH:33]=[CH:32][CH:31]=[CH:30][N:29]=1.C(O)(=O)C.C(O[BH-](OC(=O)C)OC(=O)C)(=O)C.[Na+], predict the reaction product. The product is: [CH2:1]([O:3][C:4](=[O:24])[CH2:5][C:6]1[CH:7]=[N:8][CH:9]=[C:10]([C:12]2[CH:17]=[CH:16][C:15]([C:18]([F:20])([F:21])[F:19])=[CH:14][C:13]=2[CH2:22][NH:25][CH2:26][CH2:27][C:28]2[CH:33]=[CH:32][CH:31]=[CH:30][N:29]=2)[CH:11]=1)[CH3:2].